From a dataset of Forward reaction prediction with 1.9M reactions from USPTO patents (1976-2016). Predict the product of the given reaction. (1) Given the reactants [NH2:1][C:2]([C:4]1[CH:8]=[C:7]([C:9]2[CH:14]=[CH:13][C:12]([C:15]([OH:18])([CH3:17])[CH3:16])=[CH:11][C:10]=2[F:19])[S:6][C:5]=1[NH:20][C:21]1[N:26]=[C:25]([CH:27]([OH:37])[C:28]2[N:29]=[N:30][N:31]([CH2:33][C:34]([O-:36])=O)[CH:32]=2)[CH:24]=[CH:23][CH:22]=1)=[O:3].[K+].C1C=CC2N(O)N=[N:45]C=2C=1.C(Cl)CCl.[NH4+].[Cl-].CCN(C(C)C)C(C)C, predict the reaction product. The product is: [NH2:45][C:34](=[O:36])[CH2:33][N:31]1[CH:32]=[C:28]([CH:27]([OH:37])[C:25]2[N:26]=[C:21]([NH:20][C:5]3[S:6][C:7]([C:9]4[CH:14]=[CH:13][C:12]([C:15]([OH:18])([CH3:17])[CH3:16])=[CH:11][C:10]=4[F:19])=[CH:8][C:4]=3[C:2]([NH2:1])=[O:3])[CH:22]=[CH:23][CH:24]=2)[N:29]=[N:30]1. (2) Given the reactants FC(F)(F)S(O)(=O)=O.[CH3:9][C:10]([O:21][C:22]1[CH:27]=[C:26]([CH3:28])[CH:25]=[C:24]([CH3:29])[C:23]=1[CH3:30])([CH3:20])[CH:11]([C:13]1[CH:18]=[CH:17][C:16]([CH3:19])=[CH:15][CH:14]=1)O.[OH-].[Na+], predict the reaction product. The product is: [CH3:9][C:10]1([CH3:20])[CH:11]([C:13]2[CH:18]=[CH:17][C:16]([CH3:19])=[CH:15][CH:14]=2)[C:27]2[C:26]([CH3:28])=[CH:25][C:24]([CH3:29])=[C:23]([CH3:30])[C:22]=2[O:21]1.